Dataset: Forward reaction prediction with 1.9M reactions from USPTO patents (1976-2016). Task: Predict the product of the given reaction. (1) The product is: [Cl:1][C:2]1[C:3]([F:18])=[C:4]([C:9]2[CH:14]=[CH:13][C:12]([CH2:15][CH2:16][CH3:17])=[CH:11][CH:10]=2)[CH:5]=[CH:6][C:7]=1[O:22][CH2:19][C@H:29]1[CH2:30][CH2:31][C@H:26]([CH2:32][CH2:3][CH2:2][CH2:7][CH3:6])[CH2:27][CH2:28]1. Given the reactants [Cl:1][C:2]1[C:3]([F:18])=[C:4]([C:9]2[CH:14]=[CH:13][C:12]([CH2:15][CH2:16][CH3:17])=[CH:11][CH:10]=2)[CH:5]=[CH:6][C:7]=1O.[C:19](=[O:22])([O-])[O-].[K+].[K+].O.[C:26]1([CH3:32])[CH:31]=[CH:30][CH:29]=[CH:28][CH:27]=1, predict the reaction product. (2) Given the reactants [CH2:1]([NH2:4])[CH2:2][NH2:3].[C:5](O)(=O)[C:6]1[C:7](=[CH:9][CH:10]=[CH:11][CH:12]=1)[SH:8].CO, predict the reaction product. The product is: [NH:3]1[CH2:2][CH2:1][N:4]=[C:5]1[C:6]1[CH:12]=[CH:11][CH:10]=[CH:9][C:7]=1[SH:8]. (3) Given the reactants C[N:2](C)[CH:3]=[CH:4][C:5]([C:7]1[CH:8]=[C:9]([C:13]2([CH3:26])[CH2:18][CH2:17][N:16]([CH2:19][CH2:20][CH2:21][CH2:22][CH2:23][CH3:24])[CH2:15][CH:14]2[CH3:25])[CH:10]=[CH:11][CH:12]=1)=O.O.[NH2:29]N, predict the reaction product. The product is: [CH2:19]([N:16]1[CH2:17][CH2:18][C:13]([CH3:26])([C:9]2[CH:10]=[CH:11][CH:12]=[C:7]([C:5]3[CH:4]=[CH:3][NH:2][N:29]=3)[CH:8]=2)[CH:14]([CH3:25])[CH2:15]1)[CH2:20][CH2:21][CH2:22][CH2:23][CH3:24].